Dataset: Peptide-MHC class I binding affinity with 185,985 pairs from IEDB/IMGT. Task: Regression. Given a peptide amino acid sequence and an MHC pseudo amino acid sequence, predict their binding affinity value. This is MHC class I binding data. The peptide sequence is RHTMLCMCC. The MHC is HLA-A24:02 with pseudo-sequence HLA-A24:02. The binding affinity (normalized) is 0.390.